From a dataset of Forward reaction prediction with 1.9M reactions from USPTO patents (1976-2016). Predict the product of the given reaction. (1) Given the reactants C(OC([N:8]1[CH:14]([C:15]([F:18])([F:17])[F:16])[CH2:13][CH2:12][N:11]([C:19]2[CH:24]=[CH:23][CH:22]=[CH:21][C:20]=2[C:25]([N:27]2[CH2:41][C:30]3=[C:31]4[N:36]([N:37]=[C:29]3[CH2:28]2)[C:35]([CH3:38])=[C:34]([Cl:39])[C:33]([CH3:40])=[N:32]4)=[O:26])[CH2:10][CH2:9]1)=O)(C)(C)C.Cl.O1CCOCC1, predict the reaction product. The product is: [Cl:39][C:34]1[C:33]([CH3:40])=[N:32][C:31]2[N:36]([N:37]=[C:29]3[CH2:28][N:27]([C:25]([C:20]4[CH:21]=[CH:22][CH:23]=[CH:24][C:19]=4[N:11]4[CH2:12][CH2:13][CH:14]([C:15]([F:17])([F:18])[F:16])[NH:8][CH2:9][CH2:10]4)=[O:26])[CH2:41][C:30]3=2)[C:35]=1[CH3:38]. (2) Given the reactants [Cl:1][C:2]1[C:3](I)=[CH:4][C:5]([O:23][CH3:24])=[C:6]([CH:22]=1)[C:7]([N:9]1[CH2:14][CH2:13][N:12]([C:15]([O:17][C:18]([CH3:21])([CH3:20])[CH3:19])=[O:16])[CH2:11][CH2:10]1)=[O:8].[C:26]1(B(O)O)[CH:31]=[CH:30][CH:29]=[CH:28][CH:27]=1.C([O-])([O-])=O.[Na+].[Na+], predict the reaction product. The product is: [C:18]([O:17][C:15]([N:12]1[CH2:13][CH2:14][N:9]([C:7]([C:6]2[C:5]([O:23][CH3:24])=[CH:4][C:3]([C:26]3[CH:31]=[CH:30][CH:29]=[CH:28][CH:27]=3)=[C:2]([Cl:1])[CH:22]=2)=[O:8])[CH2:10][CH2:11]1)=[O:16])([CH3:21])([CH3:20])[CH3:19]. (3) Given the reactants Cl[C:2]1[CH:7]=[C:6]([Cl:8])[N:5]=[N:4][C:3]=1[C:9]([O:11][CH2:12][CH3:13])=[O:10].[F:14][C:15]1[CH:16]=[CH:17][C:18]([NH2:24])=[N:19][C:20]=1[CH:21]([CH3:23])[CH3:22], predict the reaction product. The product is: [Cl:8][C:6]1[N:5]=[N:4][C:3]([C:9]([O:11][CH2:12][CH3:13])=[O:10])=[C:2]([NH:24][C:18]2[CH:17]=[CH:16][C:15]([F:14])=[C:20]([CH:21]([CH3:23])[CH3:22])[N:19]=2)[CH:7]=1.